Dataset: Full USPTO retrosynthesis dataset with 1.9M reactions from patents (1976-2016). Task: Predict the reactants needed to synthesize the given product. (1) Given the product [F:4][C:5]1[CH:6]=[CH:7][C:8]([C@:11]2([OH:25])[CH2:16][CH2:15][N:14]([C:17]([O:19][C:20]([CH3:22])([CH3:21])[CH3:23])=[O:18])[CH2:13][C@H:12]2[O:24][C:26](=[O:31])[C:27]([CH3:30])([CH3:29])[CH3:28])=[CH:9][CH:10]=1, predict the reactants needed to synthesize it. The reactants are: ClCCl.[F:4][C:5]1[CH:10]=[CH:9][C:8]([C@:11]2([OH:25])[CH2:16][CH2:15][N:14]([C:17]([O:19][C:20]([CH3:23])([CH3:22])[CH3:21])=[O:18])[CH2:13][C@H:12]2[OH:24])=[CH:7][CH:6]=1.[C:26](O[C:26](=[O:31])[C:27]([CH3:30])([CH3:29])[CH3:28])(=[O:31])[C:27]([CH3:30])([CH3:29])[CH3:28].C(N(CC)CC)C. (2) Given the product [CH3:12][C:11]1[C:3]2[C:2]([NH:1][C:22](=[O:23])[O:24][CH2:25][CH3:26])=[N:7][C:6](=[S:8])[NH:5][C:4]=2[S:9][C:10]=1[CH3:13], predict the reactants needed to synthesize it. The reactants are: [NH2:1][C:2]1[C:3]2[C:11]([CH3:12])=[C:10]([CH3:13])[S:9][C:4]=2[NH:5][C:6](=[S:8])[N:7]=1.CCN(CC)CC.Cl[C:22]([O:24][CH2:25][CH3:26])=[O:23].